This data is from Full USPTO retrosynthesis dataset with 1.9M reactions from patents (1976-2016). The task is: Predict the reactants needed to synthesize the given product. (1) Given the product [Cl:34][C:32]1[CH:33]=[C:28]2[CH:27]=[C:26]([C:24]([NH:23][C@@H:14]([CH2:15][C:16]3[CH:17]=[CH:18][C:19]([F:22])=[CH:20][CH:21]=3)[C:13]([OH:36])=[O:12])=[O:25])[NH:35][C:29]2=[N:30][CH:31]=1, predict the reactants needed to synthesize it. The reactants are: FC(F)(F)C(O)=O.C([O:12][C:13](=[O:36])[C@@H:14]([NH:23][C:24]([C:26]1[NH:35][C:29]2=[N:30][CH:31]=[C:32]([Cl:34])[CH:33]=[C:28]2[CH:27]=1)=[O:25])[CH2:15][C:16]1[CH:21]=[CH:20][C:19]([F:22])=[CH:18][CH:17]=1)(C)(C)C. (2) Given the product [F:16][C@@:17]1([CH2:30][O:8][S:9]([C:12]([F:13])([F:14])[F:15])(=[O:10])=[O:11])[CH2:22][CH2:21][CH2:20][N:19]([C:23]([O:25][C:26]([CH3:29])([CH3:28])[CH3:27])=[O:24])[CH2:18]1, predict the reactants needed to synthesize it. The reactants are: S([O:8][S:9]([C:12]([F:15])([F:14])[F:13])(=[O:11])=[O:10])(C(F)(F)F)(=O)=O.[F:16][C@@:17]1([CH2:30]O)[CH2:22][CH2:21][CH2:20][N:19]([C:23]([O:25][C:26]([CH3:29])([CH3:28])[CH3:27])=[O:24])[CH2:18]1.C(N(CC)CC)C.